This data is from Full USPTO retrosynthesis dataset with 1.9M reactions from patents (1976-2016). The task is: Predict the reactants needed to synthesize the given product. (1) Given the product [N:9]1([CH2:2][CH2:3][CH2:4][S:5]([NH2:8])(=[O:7])=[O:6])[CH2:14][CH2:13][O:12][CH2:11][CH2:10]1, predict the reactants needed to synthesize it. The reactants are: Cl[CH2:2][CH2:3][CH2:4][S:5]([NH2:8])(=[O:7])=[O:6].[NH:9]1[CH2:14][CH2:13][O:12][CH2:11][CH2:10]1.C([O-])([O-])=O.[Na+].[Na+].[Na+].[I-]. (2) Given the product [I:19][C:2]1[N:7]=[C:6]([CH3:8])[CH:5]=[C:4]([C:9]2[CH:14]=[CH:13][C:12]([C:15]([F:18])([F:17])[F:16])=[CH:11][CH:10]=2)[N:3]=1, predict the reactants needed to synthesize it. The reactants are: Cl[C:2]1[N:7]=[C:6]([CH3:8])[CH:5]=[C:4]([C:9]2[CH:14]=[CH:13][C:12]([C:15]([F:18])([F:17])[F:16])=[CH:11][CH:10]=2)[N:3]=1.[IH:19]. (3) Given the product [CH3:27][O:26][C:20]1[CH:19]=[C:18]([NH:17][C:10]2[C:11]3[N:16]=[CH:15][S:14][C:12]=3[N:13]=[C:8]([N:5]3[CH2:6][CH2:7][CH:3]([NH:2][C:38]([C:33]4[CH:32]=[C:31]5[C:36]([CH2:37][C:29](=[O:28])[NH:30]5)=[CH:35][CH:34]=4)=[O:39])[CH2:4]3)[N:9]=2)[CH:23]=[CH:22][C:21]=1[O:24][CH3:25], predict the reactants needed to synthesize it. The reactants are: Cl.[NH2:2][CH:3]1[CH2:7][CH2:6][N:5]([C:8]2[N:9]=[C:10]([NH:17][C:18]3[CH:23]=[CH:22][C:21]([O:24][CH3:25])=[C:20]([O:26][CH3:27])[CH:19]=3)[C:11]3[N:16]=[CH:15][S:14][C:12]=3[N:13]=2)[CH2:4]1.[O:28]=[C:29]1[CH2:37][C:36]2[C:31](=[CH:32][C:33]([C:38](O)=[O:39])=[CH:34][CH:35]=2)[NH:30]1.CCN=C=NCCCN(C)C.CN1C=CN=C1.